This data is from Forward reaction prediction with 1.9M reactions from USPTO patents (1976-2016). The task is: Predict the product of the given reaction. (1) The product is: [Si:1]([O:8][C@H:9]([CH2:49][O:50][Si:51]([C:54]([CH3:55])([CH3:57])[CH3:56])([CH3:52])[CH3:53])[CH2:10][C@H:11]1[O:15][C@@H:14]([CH2:16][C@H:17]2[O:22][C@@H:21]([CH2:23][CH2:24][C@@H:25]3[O:29][C@@H:28](/[CH:30]=[CH:31]/[CH:32]=[O:33])[CH2:27][C:26]3=[CH2:34])[CH2:20][C@@H:19]([CH3:35])[C:18]2=[CH2:36])[C@H:13]([CH2:37][S:38]([C:41]2[CH:42]=[CH:43][CH:44]=[CH:45][CH:46]=2)(=[O:39])=[O:40])[C@H:12]1[O:47][CH3:48])([C:4]([CH3:5])([CH3:6])[CH3:7])([CH3:3])[CH3:2]. Given the reactants [Si:1]([O:8][C@H:9]([CH2:49][O:50][Si:51]([C:54]([CH3:57])([CH3:56])[CH3:55])([CH3:53])[CH3:52])[CH2:10][C@H:11]1[O:15][C@@H:14]([CH2:16][C@H:17]2[O:22][C@@H:21]([CH2:23][CH2:24][C@@H:25]3[O:29][C@@H:28]([CH2:30][CH2:31][CH2:32][OH:33])[CH2:27][C:26]3=[CH2:34])[CH2:20][C@@H:19]([CH3:35])[C:18]2=[CH2:36])[C@H:13]([CH2:37][S:38]([C:41]2[CH:46]=[CH:45][CH:44]=[CH:43][CH:42]=2)(=[O:40])=[O:39])[C@H:12]1[O:47][CH3:48])([C:4]([CH3:7])([CH3:6])[CH3:5])([CH3:3])[CH3:2].C(O)(=O)C1C=CC=CC=1.C(=O)(O)[O-].[Na+].CC(OC)(C)C, predict the reaction product. (2) Given the reactants [CH3:1][O:2][C:3](=[O:27])[CH2:4][O:5][C:6]1[CH:15]=[CH:14][C:13]([F:16])=[C:12]2[C:7]=1[C:8]([CH3:26])=[C:9]([CH2:18][C:19]1[CH:24]=[CH:23][C:22]([F:25])=[CH:21][CH:20]=1)[C:10](=[O:17])[NH:11]2.CN(C)C=O.C(=O)([O-])[O-].[K+].[K+].Cl[C:40](OC(=O)C)([F:42])[F:41], predict the reaction product. The product is: [CH3:1][O:2][C:3](=[O:27])[CH2:4][O:5][C:6]1[CH:15]=[CH:14][C:13]([F:16])=[C:12]2[C:7]=1[C:8]([CH3:26])=[C:9]([CH2:18][C:19]1[CH:20]=[CH:21][C:22]([F:25])=[CH:23][CH:24]=1)[C:10]([O:17][CH:40]([F:42])[F:41])=[N:11]2. (3) Given the reactants [CH3:1][C:2]1([CH:7]([CH2:13][CH3:14])[C:8]([O:10]CC)=[O:9])[O:6][CH2:5][CH2:4][O:3]1.[OH-].[K+], predict the reaction product. The product is: [CH3:1][C:2]1([CH:7]([CH2:13][CH3:14])[C:8]([OH:10])=[O:9])[O:6][CH2:5][CH2:4][O:3]1.